This data is from Full USPTO retrosynthesis dataset with 1.9M reactions from patents (1976-2016). The task is: Predict the reactants needed to synthesize the given product. Given the product [CH3:1][C:3]([O:16][C:12]1[CH:11]=[C:10]2[C:15](=[CH:14][CH:13]=1)[CH2:7][CH2:8][CH2:9]2)([C@@H:4]1[CH2:18][O:21]1)[CH3:24], predict the reactants needed to synthesize it. The reactants are: [CH2:1]([C@@H:3]1O[CH2:4]1)Cl.C[C:7]1(C)[C:15]2[C:10](=[CH:11][C:12]([OH:16])=[CH:13][CH:14]=2)[CH2:9][CH2:8]1.[C:18](=[O:21])([O-])[O-].[K+].[K+].[CH3:24]C(C)=O.